Dataset: Full USPTO retrosynthesis dataset with 1.9M reactions from patents (1976-2016). Task: Predict the reactants needed to synthesize the given product. (1) Given the product [Cl:32][C:21]1[C:22]([C:24]2[CH:25]=[CH:26][C:27]([C:28]#[N:29])=[CH:30][CH:31]=2)=[N:23][C:18]([O:1][CH2:2][C@@H:3]2[CH2:7][CH2:6][N:5]([C:8]([O:10][C:11]([CH3:14])([CH3:13])[CH3:12])=[O:9])[CH2:4]2)=[N:19][CH:20]=1, predict the reactants needed to synthesize it. The reactants are: [OH:1][CH2:2][C@@H:3]1[CH2:7][CH2:6][N:5]([C:8]([O:10][C:11]([CH3:14])([CH3:13])[CH3:12])=[O:9])[CH2:4]1.[H-].[Na+].Cl[C:18]1[N:23]=[C:22]([C:24]2[CH:31]=[CH:30][C:27]([C:28]#[N:29])=[CH:26][CH:25]=2)[C:21]([Cl:32])=[CH:20][N:19]=1. (2) Given the product [F:36][C:33]([F:34])([F:35])[C:30]1[CH:31]=[CH:32][C:27]([NH:26][C:22]2[C:23]3[CH2:24][CH2:25][N:16]([C:11]4[C:10]([Cl:9])=[CH:15][CH:14]=[CH:13][N:12]=4)[CH2:17][C:18]=3[N:19]=[C:20]([O:3][CH2:2][C:1]([O:5][CH3:6])=[O:4])[N:21]=2)=[CH:28][CH:29]=1, predict the reactants needed to synthesize it. The reactants are: [C:1]([O:5][CH3:6])(=[O:4])[CH2:2][OH:3].[H-].[Na+].[Cl:9][C:10]1[C:11]([N:16]2[CH2:25][CH2:24][C:23]3[C:22]([NH:26][C:27]4[CH:32]=[CH:31][C:30]([C:33]([F:36])([F:35])[F:34])=[CH:29][CH:28]=4)=[N:21][C:20](S(C)(=O)=O)=[N:19][C:18]=3[CH2:17]2)=[N:12][CH:13]=[CH:14][CH:15]=1.